From a dataset of Reaction yield outcomes from USPTO patents with 853,638 reactions. Predict the reaction yield, written as a fraction of the theoretical maximum amount of product (1.0 means a 100% yield; for example, 0.34 means a 34% yield). (1) The reactants are C(OC(=O)C(CS(N1CCN(C2C=CC(Br)=CC=2)CC1)(=O)=O)C(C)C)(C)(C)C.[N:29]1[CH:34]=[CH:33][CH:32]=[C:31]([C:35]2[CH:40]=[CH:39][C:38]([N:41]3[CH2:46][CH2:45][NH:44][CH2:43][CH2:42]3)=[CH:37][CH:36]=2)[CH:30]=1.[CH3:47][O:48][C:49]([C:51]1([CH2:57][S:58](Cl)(=[O:60])=[O:59])[CH2:56][CH2:55][O:54][CH2:53][CH2:52]1)=[O:50]. No catalyst specified. The product is [CH3:47][O:48][C:49]([C:51]1([CH2:57][S:58]([N:44]2[CH2:45][CH2:46][N:41]([C:38]3[CH:37]=[CH:36][C:35]([C:31]4[CH:30]=[N:29][CH:34]=[CH:33][CH:32]=4)=[CH:40][CH:39]=3)[CH2:42][CH2:43]2)(=[O:60])=[O:59])[CH2:56][CH2:55][O:54][CH2:53][CH2:52]1)=[O:50]. The yield is 0.550. (2) The reactants are [Br:1][C:2]1[C:8]([F:9])=[CH:7][C:5]([NH2:6])=[C:4]([N+:10]([O-])=O)[CH:3]=1.Cl[Sn]Cl. The catalyst is CCO. The product is [Br:1][C:2]1[CH:3]=[C:4]([NH2:10])[C:5]([NH2:6])=[CH:7][C:8]=1[F:9]. The yield is 0.430. (3) The reactants are [F:1][C:2]1[CH:3]=[C:4]([C@H:8]([N:13]2[C:21]3[C:16](=[CH:17][CH:18]=[CH:19][CH:20]=3)[CH:15]=[CH:14]2)[C@H:9]([OH:12])[CH2:10][OH:11])[CH:5]=[CH:6][CH:7]=1.[OH-].[K+].[I:24]I.S([O-])([O-])(=O)=S.[Na+].[Na+]. The catalyst is CN(C)C=O. The product is [F:1][C:2]1[CH:3]=[C:4]([C@H:8]([N:13]2[C:21]3[C:16](=[CH:17][CH:18]=[CH:19][CH:20]=3)[C:15]([I:24])=[CH:14]2)[C@H:9]([OH:12])[CH2:10][OH:11])[CH:5]=[CH:6][CH:7]=1. The yield is 0.480. (4) The reactants are [CH3:1][NH:2][CH2:3][CH2:4][C:5]#[C:6][C:7]1[CH:12]=[CH:11][CH:10]=[CH:9][N:8]=1.[F:13][C:14]1[CH:22]=[CH:21][CH:20]=[CH:19][C:15]=1[C:16](Cl)=[O:17]. No catalyst specified. The product is [F:13][C:14]1[CH:22]=[CH:21][CH:20]=[CH:19][C:15]=1[C:16]([N:2]([CH3:1])[CH2:3][CH2:4][C:5]#[C:6][C:7]1[CH:12]=[CH:11][CH:10]=[CH:9][N:8]=1)=[O:17]. The yield is 0.320. (5) The reactants are [NH2:1][C:2]1[C:7]([C:8]#[N:9])=[C:6]([C:10]2[N:11]=[C:12](Br)[S:13][CH:14]=2)[C:5]([C:16]#[N:17])=[C:4]([S:18][CH2:19][C:20]2[N:21]=[C:22]([C:25]3[CH:30]=[CH:29][C:28]([Cl:31])=[CH:27][CH:26]=3)[S:23][CH:24]=2)[N:3]=1.[C:32]([Si:36]([CH3:42])([CH3:41])[O:37][CH2:38][C:39]#[CH:40])([CH3:35])([CH3:34])[CH3:33].C(N(CC)CC)C. The catalyst is C(#N)C.C1C=CC([P]([Pd]([P](C2C=CC=CC=2)(C2C=CC=CC=2)C2C=CC=CC=2)([P](C2C=CC=CC=2)(C2C=CC=CC=2)C2C=CC=CC=2)[P](C2C=CC=CC=2)(C2C=CC=CC=2)C2C=CC=CC=2)(C2C=CC=CC=2)C2C=CC=CC=2)=CC=1.[Cu]I. The product is [NH2:1][C:2]1[C:7]([C:8]#[N:9])=[C:6]([C:10]2[N:11]=[C:12]([C:40]#[C:39][CH2:38][O:37][Si:36]([C:32]([CH3:35])([CH3:34])[CH3:33])([CH3:41])[CH3:42])[S:13][CH:14]=2)[C:5]([C:16]#[N:17])=[C:4]([S:18][CH2:19][C:20]2[N:21]=[C:22]([C:25]3[CH:30]=[CH:29][C:28]([Cl:31])=[CH:27][CH:26]=3)[S:23][CH:24]=2)[N:3]=1. The yield is 0.160.